From a dataset of Reaction yield outcomes from USPTO patents with 853,638 reactions. Predict the reaction yield, written as a fraction of the theoretical maximum amount of product (1.0 means a 100% yield; for example, 0.34 means a 34% yield). The reactants are [C:1]1([NH:7][C:8]([NH:10][C:11]2[CH:16]=[CH:15][C:14]([C:17]3[C:21]([C:22]4[CH:27]=[CH:26][N:25]=[C:24]5[NH:28][CH:29]=[CH:30][C:23]=45)=[CH:20][N:19]([CH2:31][C:32]([OH:34])=O)[N:18]=3)=[CH:13][CH:12]=2)=[O:9])[CH:6]=[CH:5][CH:4]=[CH:3][CH:2]=1.C([N:37](CC)CC)C.C(OC(Cl)=O)C.[OH-].[NH4+]. The catalyst is O1CCCC1. The product is [C:1]1([NH:7][C:8]([NH:10][C:11]2[CH:16]=[CH:15][C:14]([C:17]3[C:21]([C:22]4[CH:27]=[CH:26][N:25]=[C:24]5[NH:28][CH:29]=[CH:30][C:23]=45)=[CH:20][N:19]([CH2:31][C:32]([NH2:37])=[O:34])[N:18]=3)=[CH:13][CH:12]=2)=[O:9])[CH:6]=[CH:5][CH:4]=[CH:3][CH:2]=1. The yield is 0.130.